Predict the product of the given reaction. From a dataset of Forward reaction prediction with 1.9M reactions from USPTO patents (1976-2016). (1) Given the reactants [CH3:1][S:2][CH2:3][CH2:4][C:5](Cl)=[O:6].[Cl:8][C:9]1[CH:17]=[C:16]2[C:12]([CH:13]=[C:14]([C:18]([O:20][CH2:21][CH3:22])=[O:19])[NH:15]2)=[CH:11][CH:10]=1, predict the reaction product. The product is: [Cl:8][C:9]1[CH:17]=[C:16]2[C:12]([C:13]([C:5](=[O:6])[CH2:4][CH2:3][S:2][CH3:1])=[C:14]([C:18]([O:20][CH2:21][CH3:22])=[O:19])[NH:15]2)=[CH:11][CH:10]=1. (2) Given the reactants [NH2:1][C:2]([C:22]1[CH:29]=[CH:28][C:25]([C:26]#[N:27])=[C:24](F)[CH:23]=1)([C:16]1[N:17]([CH3:21])[CH:18]=[N:19][CH:20]=1)[CH2:3][CH2:4][CH2:5][CH2:6][O:7][CH2:8][C:9]1[CH:14]=[CH:13][CH:12]=[C:11]([OH:15])[CH:10]=1.C([O-])([O-])=O.[Cs+].[Cs+], predict the reaction product. The product is: [NH2:1][C:2]1([C:16]2[N:17]([CH3:21])[CH:18]=[N:19][CH:20]=2)[C:22]2=[CH:29][C:28](=[C:25]([C:26]#[N:27])[CH:24]=[CH:23]2)[O:15][C:11]2[CH:10]=[C:9]([CH:14]=[CH:13][CH:12]=2)[CH2:8][O:7][CH2:6][CH2:5][CH2:4][CH2:3]1. (3) Given the reactants [CH2:1]([NH:3][C:4]([NH:6][C:7]1[NH:11][C:10]2[C:12]([C@H:27]3[CH2:31][CH2:30][CH2:29][O:28]3)=[C:13]([F:26])[C:14]([C:16]3[CH:17]=[N:18][C:19]([C:22]([OH:25])([CH3:24])[CH3:23])=[N:20][CH:21]=3)=[CH:15][C:9]=2[N:8]=1)=[O:5])[CH3:2].[CH3:32][C:33]([O:36][C:37](O[C:37]([O:36][C:33]([CH3:35])([CH3:34])[CH3:32])=[O:38])=[O:38])([CH3:35])[CH3:34], predict the reaction product. The product is: [C:37]([N:6]([C:7]1[NH:11][C:10]2[C:12]([C@H:27]3[CH2:31][CH2:30][CH2:29][O:28]3)=[C:13]([F:26])[C:14]([C:16]3[CH:17]=[N:18][C:19]([C:22]([OH:25])([CH3:24])[CH3:23])=[N:20][CH:21]=3)=[CH:15][C:9]=2[N:8]=1)[C:4](=[O:5])[N:3]([C:37]([O:36][C:33]([CH3:35])([CH3:34])[CH3:32])=[O:38])[CH2:1][CH3:2])([O:36][C:33]([CH3:35])([CH3:34])[CH3:32])=[O:38].